From a dataset of Forward reaction prediction with 1.9M reactions from USPTO patents (1976-2016). Predict the product of the given reaction. (1) Given the reactants [C:1]([C:3]1[C:4]2[CH2:24][CH2:23][CH2:22][C:5]=2[S:6][C:7]=1[NH:8][C:9](=[O:21])[CH:10]([C:15]1[CH:20]=[CH:19][CH:18]=[CH:17][CH:16]=1)[CH:11]([CH3:14])[CH2:12][CH3:13])#[N:2].N[C:26]1SC2CCCC=2C=1C#N, predict the reaction product. The product is: [C:1]([C:3]1[C:4]2[CH2:24][CH2:23][CH2:22][C:5]=2[S:6][C:7]=1[NH:8][C:9](=[O:21])[CH:10]([CH:11]1[CH2:14][CH2:26][CH2:13][CH2:12]1)[C:15]1[CH:20]=[CH:19][CH:18]=[CH:17][CH:16]=1)#[N:2]. (2) Given the reactants [CH3:1][C:2]1[CH:7]=[CH:6][N:5]2[C:8]([C:11]3[CH:16]=[CH:15][CH:14]=[C:13](B4OC(C)(C)C(C)(C)O4)[CH:12]=3)=[CH:9][N:10]=[C:4]2[N:3]=1.Br[C:27]1[CH:28]=[C:29]([C:33]2[N:37]=[C:36]([CH3:38])[O:35][N:34]=2)[CH:30]=[CH:31][CH:32]=1.P([O-])([O-])([O-])=O.[K+].[K+].[K+], predict the reaction product. The product is: [CH3:1][C:2]1[CH:7]=[CH:6][N:5]2[C:8]([C:11]3[CH:12]=[C:13]([C:31]4[CH:32]=[CH:27][CH:28]=[C:29]([C:33]5[N:37]=[C:36]([CH3:38])[O:35][N:34]=5)[CH:30]=4)[CH:14]=[CH:15][CH:16]=3)=[CH:9][N:10]=[C:4]2[N:3]=1.